This data is from Catalyst prediction with 721,799 reactions and 888 catalyst types from USPTO. The task is: Predict which catalyst facilitates the given reaction. (1) Reactant: O=P(Cl)(Cl)[Cl:3].O[C:7]1[C:8]2[N:9]([CH:18]=[CH:19][CH:20]=2)[N:10]=[CH:11][C:12]=1[C:13]([O:15][CH2:16][CH3:17])=[O:14].C(N(CC)CC)C. Product: [Cl:3][C:7]1[C:8]2[N:9]([CH:18]=[CH:19][CH:20]=2)[N:10]=[CH:11][C:12]=1[C:13]([O:15][CH2:16][CH3:17])=[O:14]. The catalyst class is: 429. (2) Reactant: C([N-]C(C)C)(C)C.[Li+].[CH3:9][C:10]1[CH:11]=[C:12]([NH:21][C:22]2[N:27]=[C:26]([C:28]([F:31])([F:30])[F:29])[CH:25]=[CH:24][N:23]=2)[CH:13]=[C:14]([C:16]2[S:20][CH:19]=[N:18][CH:17]=2)[CH:15]=1.[Br:32][C:33]1[N:38]=[CH:37][C:36]([C:39](=[O:41])[CH3:40])=[CH:35][CH:34]=1. Product: [Br:32][C:33]1[N:38]=[CH:37][C:36]([C:39]([C:19]2[S:20][C:16]([C:14]3[CH:13]=[C:12]([NH:21][C:22]4[N:27]=[C:26]([C:28]([F:29])([F:31])[F:30])[CH:25]=[CH:24][N:23]=4)[CH:11]=[C:10]([CH3:9])[CH:15]=3)=[CH:17][N:18]=2)([OH:41])[CH3:40])=[CH:35][CH:34]=1. The catalyst class is: 1. (3) Product: [CH3:36][C:35]1[CH:37]=[CH:38][C:32]([S:29]([O:1][CH2:2][C:3]2([CH2:21][OH:22])[O:8][C:7]3[CH:9]=[CH:10][C:11]([N+:13]([O-:15])=[O:14])=[CH:12][C:6]=3[N:5]3[C:16](=[O:20])[N:17]([CH3:19])[N:18]=[C:4]23)(=[O:31])=[O:30])=[CH:33][CH:34]=1. The catalyst class is: 4. Reactant: [OH:1][CH2:2][C:3]1([CH2:21][OH:22])[O:8][C:7]2[CH:9]=[CH:10][C:11]([N+:13]([O-:15])=[O:14])=[CH:12][C:6]=2[N:5]2[C:16](=[O:20])[N:17]([CH3:19])[N:18]=[C:4]12.N1C=CC=CC=1.[S:29](Cl)([C:32]1[CH:38]=[CH:37][C:35]([CH3:36])=[CH:34][CH:33]=1)(=[O:31])=[O:30].C(N(CC)CC)C.